From a dataset of Forward reaction prediction with 1.9M reactions from USPTO patents (1976-2016). Predict the product of the given reaction. (1) Given the reactants C1C2C(=CC(N)=CC=2)CC1.[CH2:11]([O:13][C:14]([C:16]1[CH:17]=[N:18][N:19]([C:21]2[NH:30][C:29](=[O:31])[C:28]3[C:27]4[CH2:32][CH2:33][CH2:34][C:26]=4[CH:25]=[CH:24][C:23]=3[N:22]=2)[CH:20]=1)=[O:15])[CH3:12], predict the reaction product. The product is: [CH2:11]([O:13][C:14]([C:16]1[CH:17]=[N:18][N:19]([C:21]2[NH:30][C:29](=[O:31])[C:28]3[C:23](=[CH:24][C:25]4[CH2:32][CH2:33][CH2:34][C:26]=4[CH:27]=3)[N:22]=2)[CH:20]=1)=[O:15])[CH3:12]. (2) The product is: [CH3:33][O:32][C:24]1[CH:25]=[C:26]([CH:30]=[CH:31][C:23]=1[C:2]1[N:7]=[N:6][C:5]([N:8]([CH3:19])[CH:9]2[CH2:14][C:13]([CH3:16])([CH3:15])[NH:12][C:11]([CH3:18])([CH3:17])[CH2:10]2)=[CH:4][CH:3]=1)[C:27]([OH:29])=[O:28]. Given the reactants Cl[C:2]1[N:7]=[N:6][C:5]([N:8]([CH3:19])[CH:9]2[CH2:14][C:13]([CH3:16])([CH3:15])[NH:12][C:11]([CH3:18])([CH3:17])[CH2:10]2)=[CH:4][CH:3]=1.B([C:23]1[CH:31]=[CH:30][C:26]([C:27]([OH:29])=[O:28])=[CH:25][C:24]=1[O:32][CH3:33])(O)O.C(Cl)Cl.C([O-])([O-])=O.[Na+].[Na+], predict the reaction product.